This data is from CYP1A2 inhibition data for predicting drug metabolism from PubChem BioAssay. The task is: Regression/Classification. Given a drug SMILES string, predict its absorption, distribution, metabolism, or excretion properties. Task type varies by dataset: regression for continuous measurements (e.g., permeability, clearance, half-life) or binary classification for categorical outcomes (e.g., BBB penetration, CYP inhibition). Dataset: cyp1a2_veith. (1) The compound is Cc1ccc(S(=O)(=O)NC(=O)NN2C[C@H]3CCC[C@@H]3C2)cc1. The result is 0 (non-inhibitor). (2) The compound is Cc1c(Cl)cccc1NC(=O)CC1NCCNC1=O. The result is 0 (non-inhibitor).